Predict the reactants needed to synthesize the given product. From a dataset of Full USPTO retrosynthesis dataset with 1.9M reactions from patents (1976-2016). (1) The reactants are: ClC1C=CC2SC=C(CN3CCN(C4SC(C(O)=O)=C(C)N=4)C3=O)C=2C=1.[F:27][C:28]1[CH:49]=[CH:48][C:31]([CH2:32][N:33]2[CH2:37][CH2:36][N:35]([C:38]3[S:39][C:40]([C:44]([OH:46])=O)=[C:41]([CH3:43])[N:42]=3)[C:34]2=[O:47])=[CH:30][CH:29]=1.[N:50]1[CH:55]=[CH:54][CH:53]=[N:52][C:51]=1[CH2:56][NH2:57]. Given the product [F:27][C:28]1[CH:29]=[CH:30][C:31]([CH2:32][N:33]2[CH2:37][CH2:36][N:35]([C:38]3[S:39][C:40]([C:44]([NH:57][CH2:56][C:51]4[N:52]=[CH:53][CH:54]=[CH:55][N:50]=4)=[O:46])=[C:41]([CH3:43])[N:42]=3)[C:34]2=[O:47])=[CH:48][CH:49]=1, predict the reactants needed to synthesize it. (2) The reactants are: [Cl:1][C:2]1[CH:15]=[C:14]([C:16]2([CH3:21])[O:20][CH2:19][CH2:18][O:17]2)[C:5]([O:6][CH:7]([CH3:13])[C:8]([O:10][CH2:11][CH3:12])=[O:9])=[C:4]([CH:22]=C)[C:3]=1[F:24].[O:25]=[O+][O-]. Given the product [Cl:1][C:2]1[CH:15]=[C:14]([C:16]2([CH3:21])[O:20][CH2:19][CH2:18][O:17]2)[C:5]([O:6][CH:7]([CH3:13])[C:8]([O:10][CH2:11][CH3:12])=[O:9])=[C:4]([CH:22]=[O:25])[C:3]=1[F:24], predict the reactants needed to synthesize it.